From a dataset of Reaction yield outcomes from USPTO patents with 853,638 reactions. Predict the reaction yield, written as a fraction of the theoretical maximum amount of product (1.0 means a 100% yield; for example, 0.34 means a 34% yield). (1) The reactants are C[Si](C)(C)[O:3][C:4]([C:6]1[CH:11]=[CH:10][C:9]([N:12]2[CH:16]=[N:15][CH:14]=[N:13]2)=[CH:8][CH:7]=1)=[CH2:5].Br[CH:20]([C:25]1[CH:30]=[C:29]([Cl:31])[CH:28]=[C:27]([Cl:32])[CH:26]=1)[C:21]([F:24])([F:23])[F:22].N1C=CC=CC=1C1C=CC=CN=1. The catalyst is ClC1C=CC=CC=1Cl.Cl[Cu]. The product is [N:12]1([C:9]2[CH:10]=[CH:11][C:6]([C:4](=[O:5])[CH2:3][CH:20]([C:25]3[CH:26]=[C:27]([Cl:32])[CH:28]=[C:29]([Cl:31])[CH:30]=3)[C:21]([F:24])([F:23])[F:22])=[CH:7][CH:8]=2)[CH:16]=[N:15][CH:14]=[N:13]1. The yield is 0.310. (2) The reactants are [CH2:1]([O:3][C:4](=[O:17])[CH2:5][N:6]1[CH:14]=[N:13][C:12]2[C:7]1=[N:8][C:9](N)=[N:10][C:11]=2[I:15])[CH3:2].ClC(Cl)(O[C:22](=[O:28])OC(Cl)(Cl)Cl)Cl.C([N:33](CC)C(C)C)(C)C.[CH:39]([OH:52])([C:46]1[CH:51]=[CH:50][CH:49]=[CH:48][CH:47]=1)[C:40]1[CH:45]=[CH:44][CH:43]=[CH:42][CH:41]=1.Cl.[Cl-].[Na+].S([O-])([O-])(=O)=S.[Na+].[Na+]. The catalyst is C1COCC1. The product is [CH2:1]([O:3][C:4](=[O:17])[CH2:5][N:6]1[C:14]([NH2:33])=[N:13][C:12]2[C:7]1=[N:8][C:9]([C:22]([O:52][CH:39]([C:46]1[CH:47]=[CH:48][CH:49]=[CH:50][CH:51]=1)[C:40]1[CH:45]=[CH:44][CH:43]=[CH:42][CH:41]=1)=[O:28])=[N:10][C:11]=2[I:15])[CH3:2]. The yield is 0.680. (3) The reactants are C(OC([N:8]1[CH2:12][CH2:11][CH2:10][CH:9]1[C:13]1[NH:14][C:15]([C:18]2[CH:23]=[CH:22][C:21]([C:24]3[CH:33]=[CH:32][C:31]4[C:26](=[CH:27][CH:28]=[C:29]([C:34]5[NH:35][C:36]([CH:39]6[CH2:43][CH2:42][CH2:41][N:40]6[C:44](=[O:54])[CH:45]([NH:49][C:50]([O:52][CH3:53])=[O:51])[CH:46]([CH3:48])[CH3:47])=[N:37][CH:38]=5)[CH:30]=4)[CH:25]=3)=[CH:20][CH:19]=2)=[CH:16][N:17]=1)=O)(C)(C)C.[ClH:55]. The catalyst is CO.CCOCC. The product is [ClH:55].[ClH:55].[ClH:55].[CH3:53][O:52][C:50](=[O:51])[NH:49][CH:45]([C:44]([N:40]1[CH2:41][CH2:42][CH2:43][CH:39]1[C:36]1[NH:35][C:34]([C:29]2[CH:28]=[CH:27][C:26]3[C:31](=[CH:32][CH:33]=[C:24]([C:21]4[CH:22]=[CH:23][C:18]([C:15]5[NH:14][C:13]([CH:9]6[CH2:10][CH2:11][CH2:12][NH:8]6)=[N:17][CH:16]=5)=[CH:19][CH:20]=4)[CH:25]=3)[CH:30]=2)=[CH:38][N:37]=1)=[O:54])[CH:46]([CH3:48])[CH3:47]. The yield is 0.870. (4) The reactants are [Cl:1][C:2]1[CH:3]=[CH:4][N:5]2[C:10]=1[C:9](=[O:11])[N:8]([C:12]1[CH:17]=[CH:16][CH:15]=[CH:14][CH:13]=1)[C:7]([C@@H:18]1[CH2:22][S:21](=O)[CH2:20][N:19]1[C:24]1[N:32]=[CH:31][N:30]=[C:29]3[C:25]=1[N:26]=[CH:27][N:28]3C1CCCCO1)=[N:6]2.C([O-])(O)=O.[Na+]. The catalyst is Cl.CO. The product is [N:32]1[C:24]([N:19]2[C@H:18]([C:7]3[N:8]([C:12]4[CH:13]=[CH:14][CH:15]=[CH:16][CH:17]=4)[C:9](=[O:11])[C:10]4=[C:2]([Cl:1])[CH:3]=[CH:4][N:5]4[N:6]=3)[CH2:22][S:21][CH2:20]2)=[C:25]2[C:29]([NH:28][CH:27]=[N:26]2)=[N:30][CH:31]=1. The yield is 0.800. (5) The reactants are [ClH:1].CCOC(C)=O.[C:8]([C:11]1[CH:12]=[CH:13][C:14]([N:17]2[CH2:22][CH2:21][CH:20]([NH:23]C(=O)OC(C)(C)C)[CH2:19][CH2:18]2)=[N:15][CH:16]=1)(=[O:10])[NH2:9]. No catalyst specified. The product is [ClH:1].[NH2:23][CH:20]1[CH2:19][CH2:18][N:17]([C:14]2[CH:13]=[CH:12][C:11]([C:8]([NH2:9])=[O:10])=[CH:16][N:15]=2)[CH2:22][CH2:21]1. The yield is 0.940.